The task is: Predict the reactants needed to synthesize the given product.. This data is from Full USPTO retrosynthesis dataset with 1.9M reactions from patents (1976-2016). (1) Given the product [CH3:1][O:2][C:3](=[O:22])[C:4]1[C:5](=[C:10]([O:14][C:15]2[CH:20]=[CH:19][CH:18]=[CH:17][C:16]=2[NH:21][C:29](=[O:30])[C:28]2[CH:32]=[CH:33][CH:34]=[C:26]([N+:23]([O-:25])=[O:24])[CH:27]=2)[CH:11]=[CH:12][CH:13]=1)[C:6]([O:8][CH3:9])=[O:7], predict the reactants needed to synthesize it. The reactants are: [CH3:1][O:2][C:3](=[O:22])[C:4]1[C:5](=[C:10]([O:14][C:15]2[CH:20]=[CH:19][CH:18]=[CH:17][C:16]=2[NH2:21])[CH:11]=[CH:12][CH:13]=1)[C:6]([O:8][CH3:9])=[O:7].[N+:23]([C:26]1[CH:27]=[C:28]([CH:32]=[CH:33][CH:34]=1)[C:29](Cl)=[O:30])([O-:25])=[O:24]. (2) Given the product [NH2:15][C:16]1[N:17]=[C:18]([C:42]2[CH:47]=[CH:46][C:45]([F:48])=[CH:44][CH:43]=2)[C:19]2[C:28](=[O:29])[C:27]3[C:22](=[C:23]([C:30]4[CH:35]=[CH:34][C:33]([N:36]5[CH2:37][CH2:38][N:39]([CH2:4][CH2:3][C:2]([F:7])([F:6])[F:1])[CH2:40][CH2:41]5)=[CH:32][CH:31]=4)[CH:24]=[CH:25][CH:26]=3)[C:20]=2[N:21]=1, predict the reactants needed to synthesize it. The reactants are: [F:1][C:2]([F:7])([F:6])[CH2:3][CH2:4]I.CN1C(=O)CCC1.[NH2:15][C:16]1[N:17]=[C:18]([C:42]2[CH:47]=[CH:46][C:45]([F:48])=[CH:44][CH:43]=2)[C:19]2[C:28](=[O:29])[C:27]3[C:22](=[C:23]([C:30]4[CH:35]=[CH:34][C:33]([N:36]5[CH2:41][CH2:40][NH:39][CH2:38][CH2:37]5)=[CH:32][CH:31]=4)[CH:24]=[CH:25][CH:26]=3)[C:20]=2[N:21]=1.CCN(C(C)C)C(C)C. (3) The reactants are: Cl[CH2:2][CH2:3][O:4][C:5]1[C:14]2[C:9](=[CH:10][CH:11]=[CH:12][CH:13]=2)[C:8]([NH:15][C:16](=[O:30])[C:17]2[CH:22]=[C:21]([N:23]3[CH2:28][CH2:27][CH2:26][CH2:25][CH2:24]3)[CH:20]=[C:19]([F:29])[CH:18]=2)=[CH:7][CH:6]=1.[OH:31][CH2:32][CH:33]1[CH2:38][CH2:37][NH:36][CH2:35][CH2:34]1. Given the product [F:29][C:19]1[CH:18]=[C:17]([CH:22]=[C:21]([N:23]2[CH2:28][CH2:27][CH2:26][CH2:25][CH2:24]2)[CH:20]=1)[C:16]([NH:15][C:8]1[C:9]2[C:14](=[CH:13][CH:12]=[CH:11][CH:10]=2)[C:5]([O:4][CH2:3][CH2:2][N:36]2[CH2:37][CH2:38][CH:33]([CH2:32][OH:31])[CH2:34][CH2:35]2)=[CH:6][CH:7]=1)=[O:30], predict the reactants needed to synthesize it. (4) Given the product [CH2:42]([C:31]1([CH2:40][CH3:41])[O:30][C:29](=[O:44])[N:28]([CH2:27][CH2:26][C:25]([NH:24][CH2:23][CH:22]([C:19]2[CH:20]=[CH:21][C:16]([OH:15])=[C:17]([NH:48][S:49]([CH3:52])(=[O:50])=[O:51])[CH:18]=2)[OH:47])([CH3:45])[CH3:46])[C:33]2[C:34]([O:38][CH3:39])=[CH:35][CH:36]=[CH:37][C:32]1=2)[CH3:43], predict the reactants needed to synthesize it. The reactants are: FC(F)(F)C(O)=O.C([O:15][C:16]1[CH:21]=[CH:20][C:19]([CH:22]([OH:47])[CH2:23][NH:24][C:25]([CH3:46])([CH3:45])[CH2:26][CH2:27][N:28]2[C:33]3[C:34]([O:38][CH3:39])=[CH:35][CH:36]=[CH:37][C:32]=3[C:31]([CH2:42][CH3:43])([CH2:40][CH3:41])[O:30][C:29]2=[O:44])=[CH:18][C:17]=1[NH:48][S:49]([CH3:52])(=[O:51])=[O:50])C1C=CC=CC=1.FC(F)(F)C([O-])=O. (5) The reactants are: [F:1][C:2]1[CH:3]=[N:4][C:5]([Cl:8])=[N:6][CH:7]=1.[C:9](OOC(=O)C1C=CC=CC=1)(=[O:16])C1C=CC=CC=1.FC(F)(F)C(O)=O. Given the product [Cl:8][C:5]1[N:6]=[C:7]([CH2:9][OH:16])[C:2]([F:1])=[CH:3][N:4]=1, predict the reactants needed to synthesize it. (6) Given the product [Br:1][C:2]1[CH:3]=[C:4]([C:12]2[N:13]([CH2:17][O:18][CH2:19][CH2:20][Si:21]([CH3:24])([CH3:23])[CH3:22])[CH:14]=[CH:15][N:16]=2)[CH:5]=[CH:6][CH:7]=1, predict the reactants needed to synthesize it. The reactants are: [Br:1][C:2]1[CH:3]=[C:4](B(O)O)[CH:5]=[CH:6][CH:7]=1.I[C:12]1[N:13]([CH2:17][O:18][CH2:19][CH2:20][Si:21]([CH3:24])([CH3:23])[CH3:22])[CH:14]=[CH:15][N:16]=1.[O-]P([O-])([O-])=O.[K+].[K+].[K+].C(Cl)Cl.